This data is from Forward reaction prediction with 1.9M reactions from USPTO patents (1976-2016). The task is: Predict the product of the given reaction. (1) Given the reactants [NH2:1][CH:2]([C:10]1[C:15]([O:16][CH3:17])=[CH:14][CH:13]=[CH:12][C:11]=1[O:18][CH3:19])[CH2:3][CH2:4][CH2:5][C:6]([O:8]C)=O.[C:20]1([C:26]2[CH:31]=[CH:30][N:29]=[C:28]([CH:32]=O)[CH:27]=2)[CH:25]=[CH:24][CH:23]=[CH:22][CH:21]=1, predict the reaction product. The product is: [CH3:19][O:18][C:11]1[CH:12]=[CH:13][CH:14]=[C:15]([O:16][CH3:17])[C:10]=1[CH:2]1[N:1]([CH2:32][C:28]2[CH:27]=[C:26]([C:20]3[CH:21]=[CH:22][CH:23]=[CH:24][CH:25]=3)[CH:31]=[CH:30][N:29]=2)[C:6](=[O:8])[CH2:5][CH2:4][CH2:3]1. (2) Given the reactants [Cl:1][C:2]1[C:15]([Cl:16])=[CH:14][CH:13]=[CH:12][C:3]=1[CH2:4][C:5]1[CH:10]=[CH:9][C:8]([NH2:11])=[CH:7][CH:6]=1.C([O:19][CH:20]=[C:21]([C:27](OCC)=O)[C:22]([O:24][CH2:25][CH3:26])=[O:23])C, predict the reaction product. The product is: [Cl:1][C:2]1[C:15]([Cl:16])=[CH:14][CH:13]=[CH:12][C:3]=1[CH2:4][C:5]1[CH:6]=[C:7]2[C:8](=[CH:9][CH:10]=1)[NH:11][CH:27]=[C:21]([C:22]([O:24][CH2:25][CH3:26])=[O:23])[C:20]2=[O:19]. (3) Given the reactants [OH:1][C:2]1[CH:7]=[CH:6][C:5]([C:8]2[C:9]3[NH:13][C:12]([C:14]([C:46]4[CH:51]=[CH:50][C:49]([OH:52])=[CH:48][CH:47]=4)=[C:15]4[N:45]=[C:18]([C:19]([C:38]5[CH:43]=[CH:42][C:41]([OH:44])=[CH:40][CH:39]=5)=[C:20]5[NH:37][C:23](=[C:24]([C:30]6[CH:35]=[CH:34][C:33]([OH:36])=[CH:32][CH:31]=6)[C:25]6[CH:26]=[CH:27][C:28]=2[N:29]=6)[CH:22]=[CH:21]5)[CH:17]=[CH:16]4)=[CH:11][CH:10]=3)=[CH:4][CH:3]=1.C([O-])([O-])=O.[K+].[K+].Br[CH2:60][CH2:61][CH2:62][CH2:63][CH2:64][CH2:65][CH2:66][CH2:67][CH2:68][CH2:69][CH3:70], predict the reaction product. The product is: [OH:52][C:49]1[CH:48]=[CH:47][C:46]([C:14]2[C:12]3[NH:13][C:9]([C:8]([C:5]4[CH:6]=[CH:7][C:2]([O:1][CH2:70][CH2:69][CH2:68][CH2:67][CH2:66][CH2:65][CH2:64][CH2:63][CH2:62][CH2:61][CH3:60])=[CH:3][CH:4]=4)=[C:28]4[N:29]=[C:25]([C:24]([C:30]5[CH:31]=[CH:32][C:33]([OH:36])=[CH:34][CH:35]=5)=[C:23]5[NH:37][C:20](=[C:19]([C:38]6[CH:43]=[CH:42][C:41]([OH:44])=[CH:40][CH:39]=6)[C:18]6[CH:17]=[CH:16][C:15]=2[N:45]=6)[CH:21]=[CH:22]5)[CH:26]=[CH:27]4)=[CH:10][CH:11]=3)=[CH:51][CH:50]=1. (4) The product is: [Cl:21][C:22]1[CH:27]=[CH:26][C:25]([C:2]2[CH:7]=[CH:6][N:5]3[C:8](=[O:14])[N:9]([CH2:11][O:12][CH3:13])[N:10]=[C:4]3[C:3]=2[C:15]2[CH:20]=[CH:19][N:18]=[CH:17][CH:16]=2)=[CH:24][CH:23]=1. Given the reactants Br[C:2]1[CH:7]=[CH:6][N:5]2[C:8](=[O:14])[N:9]([CH2:11][O:12][CH3:13])[N:10]=[C:4]2[C:3]=1[C:15]1[CH:20]=[CH:19][N:18]=[CH:17][CH:16]=1.[Cl:21][C:22]1[CH:27]=[CH:26][C:25](B(O)O)=[CH:24][CH:23]=1.C([O-])([O-])=O.[K+].[K+], predict the reaction product.